This data is from Full USPTO retrosynthesis dataset with 1.9M reactions from patents (1976-2016). The task is: Predict the reactants needed to synthesize the given product. (1) Given the product [Cl:1][C:2]1[CH:3]=[CH:4][C:5]([C:8]2[CH2:12][CH2:11][CH2:10][CH:9]=2)=[CH:6][N:7]=1, predict the reactants needed to synthesize it. The reactants are: [Cl:1][C:2]1[N:7]=[CH:6][C:5]([C:8]2(O)[CH2:12][CH2:11][CH2:10][CH2:9]2)=[CH:4][CH:3]=1.S(=O)(=O)(O)O.[OH-].[Na+]. (2) Given the product [Br:1][C:2]1[CH:17]=[CH:16][C:5]2[NH:6][C:7]([CH2:9][OH:10])=[N:8][C:4]=2[CH:3]=1, predict the reactants needed to synthesize it. The reactants are: [Br:1][C:2]1[CH:17]=[CH:16][C:5]2[N:6](CCC(C)C)[C:7]([CH2:9][OH:10])=[N:8][C:4]=2[CH:3]=1.BrC1C(N)=C(N)C=CC=1. (3) Given the product [I:37][CH2:11][CH2:10][CH:2]1[CH2:3][C:4]2[C:9](=[CH:8][CH:7]=[CH:6][CH:5]=2)[CH2:1]1, predict the reactants needed to synthesize it. The reactants are: [CH2:1]1[C:9]2[C:4](=[CH:5][CH:6]=[CH:7][CH:8]=2)[CH2:3][CH:2]1[CH2:10][CH2:11]O.N1C=CN=C1.C1(P(C2C=CC=CC=2)C2C=CC=CC=2)C=CC=CC=1.[I-:37]. (4) Given the product [Cl:33][C:34]1[CH:38]=[CH:37][S:36][C:35]=1[C:39]([NH:1][CH2:2][CH2:3][CH2:4][N:5]1[C:13]2[C:8](=[CH:9][CH:10]=[CH:11][CH:12]=2)[C:7]2([C:17]3=[CH:18][C:19]4[O:23][CH2:22][O:21][C:20]=4[CH:24]=[C:16]3[O:15][CH2:14]2)[C:6]1=[O:25])=[O:40], predict the reactants needed to synthesize it. The reactants are: [NH2:1][CH2:2][CH2:3][CH2:4][N:5]1[C:13]2[C:8](=[CH:9][CH:10]=[CH:11][CH:12]=2)[C:7]2([C:17]3=[CH:18][C:19]4[O:23][CH2:22][O:21][C:20]=4[CH:24]=[C:16]3[O:15][CH2:14]2)[C:6]1=[O:25].C(N(CC)CC)C.[Cl:33][C:34]1[CH:38]=[CH:37][S:36][C:35]=1[C:39](Cl)=[O:40]. (5) Given the product [NH2:25][C:26]1[C:27]([C:36]([NH:40][C@@H:41]([CH:47]([CH3:49])[CH3:48])[CH2:42][C:43]([O:45][CH3:46])=[O:44])=[O:38])=[CH:28][C:29]2[C:34]([CH:35]=1)=[CH:33][CH:32]=[CH:31][CH:30]=2, predict the reactants needed to synthesize it. The reactants are: CN(C(ON1N=NC2C=CC=NC1=2)=[N+](C)C)C.F[P-](F)(F)(F)(F)F.[NH2:25][C:26]1[C:27]([C:36]([OH:38])=O)=[CH:28][C:29]2[C:34]([CH:35]=1)=[CH:33][CH:32]=[CH:31][CH:30]=2.Cl.[NH2:40][C@@H:41]([CH:47]([CH3:49])[CH3:48])[CH2:42][C:43]([O:45][CH3:46])=[O:44].C(N(CC)C(C)C)(C)C.C([O-])(O)=O.[Na+]. (6) Given the product [OH:40][CH:39]([C:6]1[C:7]2[C:12](=[O:13])[N:11]([CH2:14][CH2:15][CH2:16][O:17][CH:18]3[CH2:23][CH2:22][CH2:21][CH2:20][O:19]3)[C:10](=[O:24])[N:9]([CH3:25])[C:8]=2[N:26]=[CH:27][C:5]=1[O:4][CH:1]([CH3:3])[CH3:2])[CH2:38][CH:37]([CH3:41])[CH3:36], predict the reactants needed to synthesize it. The reactants are: [CH:1]([O:4][C:5]1[CH:27]=[N:26][C:8]2[N:9]([CH3:25])[C:10](=[O:24])[N:11]([CH2:14][CH2:15][CH2:16][O:17][CH:18]3[CH2:23][CH2:22][CH2:21][CH2:20][O:19]3)[C:12](=[O:13])[C:7]=2[CH:6]=1)([CH3:3])[CH3:2].[Li+].CC([N-]C(C)C)C.[CH3:36][CH:37]([CH3:41])[CH2:38][CH:39]=[O:40].